Dataset: Catalyst prediction with 721,799 reactions and 888 catalyst types from USPTO. Task: Predict which catalyst facilitates the given reaction. (1) Reactant: [NH2:1][C:2]1[N:7]=[C:6](S(C)=O)[C:5]([C:11]2[CH:12]=[CH:13][C:14](=[O:20])[N:15]([CH:17]([CH3:19])[CH3:18])[N:16]=2)=[C:4]([C:21]2[CH:26]=[CH:25][CH:24]=[CH:23][CH:22]=2)[N:3]=1.[F-:27].[K+].O. Product: [NH2:1][C:2]1[N:7]=[C:6]([F:27])[C:5]([C:11]2[CH:12]=[CH:13][C:14](=[O:20])[N:15]([CH:17]([CH3:19])[CH3:18])[N:16]=2)=[C:4]([C:21]2[CH:26]=[CH:25][CH:24]=[CH:23][CH:22]=2)[N:3]=1. The catalyst class is: 16. (2) Reactant: [CH2:1]([O:8][C:9]1[CH:14]=[CH:13][C:12]([CH2:15][C@H:16]([NH:21][C:22]([O:24][C:25]([CH3:28])([CH3:27])[CH3:26])=[O:23])[C:17]([O:19]C)=[O:18])=[CH:11][CH:10]=1)[C:2]1[CH:7]=[CH:6][CH:5]=[CH:4][CH:3]=1.[OH-].[Li+]. Product: [CH2:1]([O:8][C:9]1[CH:14]=[CH:13][C:12]([CH2:15][C@H:16]([NH:21][C:22]([O:24][C:25]([CH3:28])([CH3:27])[CH3:26])=[O:23])[C:17]([OH:19])=[O:18])=[CH:11][CH:10]=1)[C:2]1[CH:3]=[CH:4][CH:5]=[CH:6][CH:7]=1. The catalyst class is: 24. (3) Reactant: [Si:1](Cl)([C:4]([CH3:7])([CH3:6])[CH3:5])([CH3:3])[CH3:2].[OH:9][CH:10]1[C:15]([CH3:17])([CH3:16])[CH2:14][CH2:13][C:12](=[O:18])[CH2:11]1.N1C=CN=C1. Product: [Si:1]([O:9][CH:10]1[C:15]([CH3:17])([CH3:16])[CH2:14][CH2:13][C:12](=[O:18])[CH2:11]1)([C:4]([CH3:7])([CH3:6])[CH3:5])([CH3:3])[CH3:2]. The catalyst class is: 2. (4) Reactant: P(Cl)(Cl)(Cl)(Cl)[Cl:2].O[C:8]([C:14]1[CH:19]=[CH:18][C:17]([N+:20]([O-:22])=[O:21])=[CH:16][CH:15]=1)=[C:9]([C:12]#[N:13])[C:10]#[N:11]. Product: [Cl:2][C:8]([C:14]1[CH:19]=[CH:18][C:17]([N+:20]([O-:22])=[O:21])=[CH:16][CH:15]=1)=[C:9]([C:12]#[N:13])[C:10]#[N:11]. The catalyst class is: 4. (5) Reactant: S=[C:2]1[CH2:6][S:5][C:4](=[O:7])[NH:3]1.[NH2:8][CH2:9][CH:10]([OH:13])[CH2:11][OH:12]. Product: [OH:13][CH:10]([CH2:11][OH:12])[CH2:9][NH:8][C:2]1[CH2:6][S:5][C:4](=[O:7])[N:3]=1. The catalyst class is: 8. (6) Reactant: [C:1]([CH2:4][CH2:5][CH2:6][N:7]([CH3:64])[C@H:8]([C:12]([NH:14][C@H:15]([C:19]([N:21]([C@@H:23]([C@@H:60]([CH3:63])[CH2:61][CH3:62])[C@H:24]([O:58][CH3:59])[CH2:25][C:26]([N:28]1[CH2:32][CH2:31][CH2:30][C@H:29]1[C@H:33]([O:56][CH3:57])[C@@H:34]([CH3:55])[C:35]([NH:37][C@@:38]1([C:47]([N:49]2[CH2:54][CH2:53][CH2:52][CH2:51][O:50]2)=[O:48])[CH2:40][C@@H:39]1[C:41]1[CH:46]=[CH:45][CH:44]=[CH:43][CH:42]=1)=[O:36])=[O:27])[CH3:22])=[O:20])[CH:16]([CH3:18])[CH3:17])=[O:13])[CH:9]([CH3:11])[CH3:10])([OH:3])=O.F[P-](F)(F)(F)(F)F.N1(OC(N(C)C)=[N+](C)C)C2N=CC=CC=2N=N1.C(N(CC)C(C)C)(C)C.FC(F)(F)C(O)=O.[O:105]=[C:106]1[CH:110]=[CH:109][C:108](=[O:111])[N:107]1[CH2:112][CH2:113][CH2:114][C:115]([N:117]([CH3:122])[CH2:118][CH2:119][NH:120][CH3:121])=[O:116]. Product: [O:105]=[C:106]1[CH:110]=[CH:109][C:108](=[O:111])[N:107]1[CH2:112][CH2:113][CH2:114][C:115]([N:117]([CH3:122])[CH2:118][CH2:119][N:120]([CH3:121])[C:1](=[O:3])[CH2:4][CH2:5][CH2:6][N:7]([CH3:64])[C@H:8]([C:12]([NH:14][C@H:15]([C:19]([N:21]([C@@H:23]([C@@H:60]([CH3:63])[CH2:61][CH3:62])[C@H:24]([O:58][CH3:59])[CH2:25][C:26]([N:28]1[CH2:32][CH2:31][CH2:30][C@H:29]1[C@H:33]([O:56][CH3:57])[C@@H:34]([CH3:55])[C:35]([NH:37][C@@:38]1([C:47]([N:49]2[CH2:54][CH2:53][CH2:52][CH2:51][O:50]2)=[O:48])[CH2:40][C@@H:39]1[C:41]1[CH:46]=[CH:45][CH:44]=[CH:43][CH:42]=1)=[O:36])=[O:27])[CH3:22])=[O:20])[CH:16]([CH3:18])[CH3:17])=[O:13])[CH:9]([CH3:11])[CH3:10])=[O:116]. The catalyst class is: 3.